This data is from Catalyst prediction with 721,799 reactions and 888 catalyst types from USPTO. The task is: Predict which catalyst facilitates the given reaction. (1) Reactant: Cl[C:2]1[CH:23]=[CH:22][C:5]([C:6]([NH:8][C:9]2[CH:14]=[CH:13][C:12]([Cl:15])=[C:11]([C:16]3[CH:21]=[CH:20][CH:19]=[CH:18][N:17]=3)[CH:10]=2)=[O:7])=[CH:4][N:3]=1.[OH:24][CH:25]1[CH2:30][CH2:29][NH:28][CH2:27][CH2:26]1. Product: [Cl:15][C:12]1[CH:13]=[CH:14][C:9]([NH:8][C:6](=[O:7])[C:5]2[CH:22]=[CH:23][C:2]([N:28]3[CH2:29][CH2:30][CH:25]([OH:24])[CH2:26][CH2:27]3)=[N:3][CH:4]=2)=[CH:10][C:11]=1[C:16]1[CH:21]=[CH:20][CH:19]=[CH:18][N:17]=1. The catalyst class is: 51. (2) Reactant: [CH2:1]([O:8][C:9]1[CH:14]=[CH:13][N:12]([C:15]2[CH:16]=[C:17]3[C:21](=[CH:22][CH:23]=2)[N:20]([CH2:24][CH2:25][N:26]2[CH2:30][CH2:29][C@@H:28]([F:31])[CH2:27]2)[N:19]=[CH:18]3)[C:11](=[O:32])[CH:10]=1)[C:2]1[CH:7]=[CH:6][CH:5]=[CH:4][CH:3]=1.[ClH:33].C(OCC)C. Product: [ClH:33].[CH2:1]([O:8][C:9]1[CH:14]=[CH:13][N:12]([C:15]2[CH:16]=[C:17]3[C:21](=[CH:22][CH:23]=2)[N:20]([CH2:24][CH2:25][N:26]2[CH2:30][CH2:29][C@@H:28]([F:31])[CH2:27]2)[N:19]=[CH:18]3)[C:11](=[O:32])[CH:10]=1)[C:2]1[CH:7]=[CH:6][CH:5]=[CH:4][CH:3]=1. The catalyst class is: 2. (3) Reactant: [NH2:1][C:2]1[C:7]([CH:8]=[O:9])=[CH:6][CH:5]=[CH:4][N:3]=1.[NH2:10][C:11]1[C:12](O)=[C:13]([CH:18]=[CH:19][CH:20]=1)[C:14]([O:16][CH3:17])=[O:15]. Product: [NH2:1][C:2]1[C:7]([CH:8]2[NH:10][C:11]3[CH:20]=[CH:19][CH:18]=[C:13]([C:14]([O:16][CH3:17])=[O:15])[C:12]=3[O:9]2)=[CH:6][CH:5]=[CH:4][N:3]=1. The catalyst class is: 138. (4) Reactant: [CH3:1][N:2]([C:20]1[CH:25]=[CH:24][CH:23]=[CH:22][CH:21]=1)[C:3](=[O:19])[O:4][C:5]1[CH:10]=[CH:9][N:8]([CH2:11][C:12]2[CH:17]=[CH:16][CH:15]=[CH:14][CH:13]=2)[C:7](=[O:18])[CH:6]=1.[Br:26]N1C(=O)CCC1=O. Product: [CH3:1][N:2]([C:20]1[CH:25]=[CH:24][CH:23]=[CH:22][CH:21]=1)[C:3](=[O:19])[O:4][C:5]1[CH:10]=[CH:9][N:8]([CH2:11][C:12]2[CH:17]=[CH:16][CH:15]=[CH:14][CH:13]=2)[C:7](=[O:18])[C:6]=1[Br:26]. The catalyst class is: 2. (5) Reactant: CO[C:3](=[O:23])/[C:4](/[C:12]1[CH:17]=[CH:16][C:15]([S:18]([CH3:21])(=[O:20])=[O:19])=[C:14]([Cl:22])[CH:13]=1)=[N:5]/[O:6][CH:7]1[CH2:11][CH2:10][CH2:9][CH2:8]1.[CH3:24][NH:25][C:26]([NH2:28])=[O:27].C[O-].[Mg+2].C[O-]. Product: [Cl:22][C:14]1[CH:13]=[C:12](/[C:4](=[N:5]\[O:6][CH:7]2[CH2:8][CH2:9][CH2:10][CH2:11]2)/[C:3]([NH:28][C:26]([NH:25][CH3:24])=[O:27])=[O:23])[CH:17]=[CH:16][C:15]=1[S:18]([CH3:21])(=[O:19])=[O:20]. The catalyst class is: 5.